From a dataset of Peptide-MHC class I binding affinity with 185,985 pairs from IEDB/IMGT. Regression. Given a peptide amino acid sequence and an MHC pseudo amino acid sequence, predict their binding affinity value. This is MHC class I binding data. The MHC is HLA-A31:01 with pseudo-sequence HLA-A31:01. The peptide sequence is IVTMMKYCSY. The binding affinity (normalized) is 0.681.